From a dataset of Forward reaction prediction with 1.9M reactions from USPTO patents (1976-2016). Predict the product of the given reaction. Given the reactants OC(C(F)(F)F)=O.[CH2:8]1[C:17]2[C:12](=[CH:13][C:14]([CH:18]([NH:20][C:21](=[O:23])[CH3:22])[CH3:19])=[CH:15][CH:16]=2)[CH2:11][CH2:10][NH:9]1.Br[CH2:25][C:26]1[CH:31]=[CH:30][C:29]([O:32][CH2:33][C:34]([F:37])([F:36])[F:35])=[CH:28][C:27]=1[Cl:38], predict the reaction product. The product is: [Cl:38][C:27]1[CH:28]=[C:29]([O:32][CH2:33][C:34]([F:35])([F:36])[F:37])[CH:30]=[CH:31][C:26]=1[CH2:25][N:9]1[CH2:10][CH2:11][C:12]2[C:17](=[CH:16][CH:15]=[C:14]([CH:18]([NH:20][C:21](=[O:23])[CH3:22])[CH3:19])[CH:13]=2)[CH2:8]1.